Dataset: NCI-60 drug combinations with 297,098 pairs across 59 cell lines. Task: Regression. Given two drug SMILES strings and cell line genomic features, predict the synergy score measuring deviation from expected non-interaction effect. (1) Drug 1: C1CCC(C(C1)N)N.C(=O)(C(=O)[O-])[O-].[Pt+4]. Drug 2: C1C(C(OC1N2C=NC(=NC2=O)N)CO)O. Cell line: HCT116. Synergy scores: CSS=51.1, Synergy_ZIP=1.33, Synergy_Bliss=1.31, Synergy_Loewe=-2.91, Synergy_HSA=0.230. (2) Drug 1: CC1C(C(=O)NC(C(=O)N2CCCC2C(=O)N(CC(=O)N(C(C(=O)O1)C(C)C)C)C)C(C)C)NC(=O)C3=C4C(=C(C=C3)C)OC5=C(C(=O)C(=C(C5=N4)C(=O)NC6C(OC(=O)C(N(C(=O)CN(C(=O)C7CCCN7C(=O)C(NC6=O)C(C)C)C)C)C(C)C)C)N)C. Drug 2: CS(=O)(=O)OCCCCOS(=O)(=O)C. Cell line: SNB-19. Synergy scores: CSS=10.7, Synergy_ZIP=-3.01, Synergy_Bliss=3.90, Synergy_Loewe=-0.475, Synergy_HSA=5.08. (3) Drug 1: CC(CN1CC(=O)NC(=O)C1)N2CC(=O)NC(=O)C2. Drug 2: CCCCC(=O)OCC(=O)C1(CC(C2=C(C1)C(=C3C(=C2O)C(=O)C4=C(C3=O)C=CC=C4OC)O)OC5CC(C(C(O5)C)O)NC(=O)C(F)(F)F)O. Cell line: UACC-257. Synergy scores: CSS=9.77, Synergy_ZIP=-0.685, Synergy_Bliss=4.49, Synergy_Loewe=3.38, Synergy_HSA=2.76. (4) Drug 1: CN(CCCl)CCCl.Cl. Drug 2: CS(=O)(=O)OCCCCOS(=O)(=O)C. Cell line: 786-0. Synergy scores: CSS=42.5, Synergy_ZIP=0.343, Synergy_Bliss=1.93, Synergy_Loewe=-12.2, Synergy_HSA=1.50.